The task is: Predict the reaction yield, written as a fraction of the theoretical maximum amount of product (1.0 means a 100% yield; for example, 0.34 means a 34% yield).. This data is from Reaction yield outcomes from USPTO patents with 853,638 reactions. (1) The reactants are C(OC([N:11]1[CH2:16][CH2:15][CH2:14][CH:13]([C:17]2[CH:22]=[CH:21][C:20]([CH3:23])=[C:19]([O:24][CH2:25][C:26]([O:28][CH2:29][CH3:30])=[O:27])[CH:18]=2)[CH2:12]1)=O)C1C=CC=CC=1.[C:31]([OH:40])(=[O:39])[C@@H:32]([C@H:34]([C:36]([OH:38])=[O:37])[OH:35])[OH:33]. The catalyst is [Pd].C(O)C. The product is [C:31]([OH:40])(=[O:39])[C@@H:32]([C@H:34]([C:36]([OH:38])=[O:37])[OH:35])[OH:33].[CH2:29]([O:28][C:26](=[O:27])[CH2:25][O:24][C:19]1[CH:18]=[C:17]([CH:13]2[CH2:14][CH2:15][CH2:16][NH:11][CH2:12]2)[CH:22]=[CH:21][C:20]=1[CH3:23])[CH3:30]. The yield is 0.500. (2) The reactants are [H-].[Al+3].[Li+].[H-].[H-].[H-].[Cl-].[Al+3].[Cl-].[Cl-].[O:11]1[C:15]2[CH:16]=[CH:17][C:18]([CH:20](O)[C:21]3SC(C#N)=[CH:23][CH:22]=3)=[CH:19][C:14]=2[CH:13]=[CH:12]1.[NH3:29].[S:30]([O-])([O-])(=O)=O.[Mg+2].O1[CH2:40][CH2:39]CC1. No catalyst specified. The product is [CH:12]1[O:11][CH:15]=[CH:16][C:17]2[C:13]=1[CH:14]=[CH:19][C:18]=2[CH2:20][C:21]1[CH:22]=[CH:23][S:30][C:39]=1[CH2:40][NH2:29]. The yield is 0.820. (3) The reactants are [CH:1]12[O:7][CH:6]1[CH2:5][CH2:4][CH2:3][C:2]2=O.[CH2:9]([N:11]([CH2:21][CH3:22])[C:12]1[CH:20]=[CH:19][C:15]([C:16]([NH2:18])=[S:17])=[CH:14][CH:13]=1)[CH3:10].[CH3:23][CH2:24]O. No catalyst specified. The product is [CH2:23]([O:7][CH:1]1[C:2]2[S:17][C:16]([C:15]3[CH:19]=[CH:20][C:12]([N:11]([CH2:9][CH3:10])[CH2:21][CH3:22])=[CH:13][CH:14]=3)=[N:18][C:3]=2[CH2:4][CH2:5][CH2:6]1)[CH3:24]. The yield is 0.900. (4) The reactants are [Br:1][C:2]1[CH:3]=[N:4][CH:5]=[C:6]([CH:9](O)[C:10]2[CH:15]=[CH:14][CH:13]=[CH:12][CH:11]=2)[C:7]=1[OH:8].C(O)(C(F)(F)F)=O.[SiH](CC)(CC)CC. The catalyst is C(Cl)Cl. The product is [CH2:9]([C:6]1[CH:5]=[N:4][CH:3]=[C:2]([Br:1])[C:7]=1[OH:8])[C:10]1[CH:11]=[CH:12][CH:13]=[CH:14][CH:15]=1. The yield is 0.100. (5) The product is [CH:22]([CH:5]1[C:6](=[O:9])[CH2:7][CH2:8][N:3]([CH2:1][CH3:2])[CH2:4]1)([C:23]1[CH:28]=[CH:27][CH:26]=[CH:25][CH:24]=1)[C:29]1[CH:34]=[CH:33][CH:32]=[CH:31][CH:30]=1. The catalyst is ClCCl.[Br-].[Zn+2].[Br-].O. The reactants are [CH2:1]([N:3]1[CH2:8][CH2:7][C:6](=[O:9])[CH2:5][CH2:4]1)[CH3:2].[Si](OS(C(F)(F)F)(=O)=O)(C)(C)C.[CH:22](Br)([C:29]1[CH:34]=[CH:33][CH:32]=[CH:31][CH:30]=1)[C:23]1[CH:28]=[CH:27][CH:26]=[CH:25][CH:24]=1.C([O-])(=O)C.[Na+]. The yield is 0.560. (6) The reactants are [NH2:1][C:2](=[O:23])[C@@H:3]([N:7]1[CH2:10][C:9]2([CH2:14][CH2:13][CH2:12][N:11]2C(OC(C)(C)C)=O)[C:8]1=[O:22])[C@H:4]([OH:6])[CH3:5].C(O)(C(F)(F)F)=O. The catalyst is C(Cl)Cl. The product is [OH:6][C@H:4]([CH3:5])[C@H:3]([N:7]1[CH2:10][C:9]2([CH2:14][CH2:13][CH2:12][NH:11]2)[C:8]1=[O:22])[C:2]([NH2:1])=[O:23]. The yield is 0.870. (7) The reactants are [Cl:1][C:2]1[CH:10]=[C:9]2[C:5]([C:6]([CH:11]=[O:12])=[CH:7][NH:8]2)=[CH:4][C:3]=1[C:13]1[CH:18]=[CH:17][C:16]([CH:19]2[CH2:23][CH2:22][N:21]([C:24]([O:26][C:27]([CH3:30])([CH3:29])[CH3:28])=[O:25])[CH2:20]2)=[CH:15][CH:14]=1.CC(=CC)C.Cl([O-])=[O:37].[Na+].O.O.OP([O-])(O)=O.[Na+]. The catalyst is C(#N)C.C(O)(C)(C)C.O. The product is [C:27]([O:26][C:24]([N:21]1[CH2:22][CH2:23][CH:19]([C:16]2[CH:17]=[CH:18][C:13]([C:3]3[CH:4]=[C:5]4[C:9](=[CH:10][C:2]=3[Cl:1])[NH:8][CH:7]=[C:6]4[C:11]([OH:37])=[O:12])=[CH:14][CH:15]=2)[CH2:20]1)=[O:25])([CH3:30])([CH3:29])[CH3:28]. The yield is 0.360. (8) The reactants are Br[C:2]1[CH:7]=[CH:6][C:5]([C:8]2[CH:23]=[C:11]3[N:12]=[C:13]([Cl:22])[CH:14]=[C:15]([N:16]4[CH2:21][CH2:20][O:19][CH2:18][CH2:17]4)[N:10]3[N:9]=2)=[CH:4][CH:3]=1.CC(C)([O-])C.[Na+].[NH:30]1[CH2:35][CH2:34][O:33][CH2:32][CH2:31]1. The catalyst is C1(C)C=CC=CC=1.O.[Pd].[Pd].C(=CC(C=CC1C=CC=CC=1)=O)C1C=CC=CC=1.C(=CC(C=CC1C=CC=CC=1)=O)C1C=CC=CC=1.C(=CC(C=CC1C=CC=CC=1)=O)C1C=CC=CC=1. The product is [Cl:22][C:13]1[CH:14]=[C:15]([N:16]2[CH2:21][CH2:20][O:19][CH2:18][CH2:17]2)[N:10]2[N:9]=[C:8]([C:5]3[CH:6]=[CH:7][C:2]([N:30]4[CH2:35][CH2:34][O:33][CH2:32][CH2:31]4)=[CH:3][CH:4]=3)[CH:23]=[C:11]2[N:12]=1. The yield is 0.390. (9) The reactants are [CH3:1][O:2][CH2:3][C@H:4]([CH3:31])[O:5][C:6]1[CH:7]=[C:8]([C:23]2[NH:27][C:26]([C:28](O)=[O:29])=[CH:25][CH:24]=2)[CH:9]=[C:10]([O:12][C:13]2[CH:18]=[CH:17][C:16]([S:19]([CH3:22])(=[O:21])=[O:20])=[CH:15][CH:14]=2)[CH:11]=1.[NH2:32][CH2:33][C@H:34]([OH:37])[CH2:35][OH:36].CCN=C=NCCCN(C)C.Cl.Cl. The catalyst is ClCCl.CN(C)C1C=CN=CC=1. The product is [OH:37][C@H:34]([CH2:35][OH:36])[CH2:33][NH:32][C:28]([C:26]1[NH:27][C:23]([C:8]2[CH:9]=[C:10]([O:12][C:13]3[CH:18]=[CH:17][C:16]([S:19]([CH3:22])(=[O:20])=[O:21])=[CH:15][CH:14]=3)[CH:11]=[C:6]([O:5][C@@H:4]([CH3:31])[CH2:3][O:2][CH3:1])[CH:7]=2)=[CH:24][CH:25]=1)=[O:29]. The yield is 0.680. (10) The yield is 0.410. The reactants are C(=O)([O-])[O-].[K+].[K+].C([O:10][C:11]1[CH:12]=[C:13]([C@:17]2([CH3:37])[CH2:22][CH2:21][N:20]([CH2:23][C@@H:24]([CH2:29][C:30]3[CH:35]=[CH:34][CH:33]=[CH:32][CH:31]=3)[C:25]([O:27][CH3:28])=[O:26])[CH2:19][C@@H:18]2[CH3:36])[CH:14]=[CH:15][CH:16]=1)(=O)C.O. The catalyst is CO. The product is [OH:10][C:11]1[CH:12]=[C:13]([C@:17]2([CH3:37])[CH2:22][CH2:21][N:20]([CH2:23][C@@H:24]([CH2:29][C:30]3[CH:31]=[CH:32][CH:33]=[CH:34][CH:35]=3)[C:25]([O:27][CH3:28])=[O:26])[CH2:19][C@@H:18]2[CH3:36])[CH:14]=[CH:15][CH:16]=1.